The task is: Binary Classification. Given a T-cell receptor sequence (or CDR3 region) and an epitope sequence, predict whether binding occurs between them.. This data is from TCR-epitope binding with 47,182 pairs between 192 epitopes and 23,139 TCRs. (1) The epitope is LPRRSGAAGA. The TCR CDR3 sequence is CASSYASPTDTQYF. Result: 0 (the TCR does not bind to the epitope). (2) The epitope is SSNVANYQK. The TCR CDR3 sequence is CASSLYYLTNSYNEQFF. Result: 0 (the TCR does not bind to the epitope).